This data is from Forward reaction prediction with 1.9M reactions from USPTO patents (1976-2016). The task is: Predict the product of the given reaction. (1) Given the reactants [Cl:1][C:2]1[CH:7]=[CH:6][C:5]([C:8]2[N:12]([C:13]3[CH:18]=[CH:17][CH:16]=[CH:15][C:14]=3[OH:19])[N:11]=[C:10]([O:20][CH:21]3[CH2:26][CH2:25][N:24]([S:27]([CH3:30])(=[O:29])=[O:28])[CH2:23][CH2:22]3)[CH:9]=2)=[CH:4][CH:3]=1.[C:31](OC(O[C:31]([CH3:34])([CH3:33])[CH3:32])N(C)C)([CH3:34])([CH3:33])[CH3:32], predict the reaction product. The product is: [C:31]([O:19][C:14]1[CH:15]=[CH:16][CH:17]=[CH:18][C:13]=1[N:12]1[C:8]([C:5]2[CH:4]=[CH:3][C:2]([Cl:1])=[CH:7][CH:6]=2)=[CH:9][C:10]([O:20][CH:21]2[CH2:26][CH2:25][N:24]([S:27]([CH3:30])(=[O:29])=[O:28])[CH2:23][CH2:22]2)=[N:11]1)([CH3:34])([CH3:33])[CH3:32]. (2) Given the reactants [C:1]1([CH3:26])[CH:6]=[CH:5][CH:4]=[CH:3][C:2]=1[N:7]1[CH:12]=[CH:11][C:10]([CH2:13][CH2:14][CH2:15][CH2:16][CH2:17][C:18]2[N:19]=[N:20][NH:21][CH:22]=2)=[C:9]([O:23]C)[C:8]1=[S:25].B(Br)(Br)Br, predict the reaction product. The product is: [C:1]1([CH3:26])[CH:6]=[CH:5][CH:4]=[CH:3][C:2]=1[N:7]1[CH:12]=[CH:11][C:10]([CH2:13][CH2:14][CH2:15][CH2:16][CH2:17][C:18]2[N:19]=[N:20][NH:21][CH:22]=2)=[C:9]([OH:23])[C:8]1=[S:25]. (3) Given the reactants [Br:1][C:2]([CH3:25])([CH3:24])[C:3](C1C=CC(C23CCC(CC(OC)=O)(CC2)CC3)=CC=1)=[O:4].[C:26]1([C:32]23[CH2:41][CH:36]4[CH2:37][CH:38]([CH2:40][C:34]([CH2:42][C:43]([O:45][CH3:46])=[O:44])([CH2:35]4)[CH2:33]2)[CH2:39]3)[CH:31]=[CH:30][CH:29]=[CH:28][CH:27]=1, predict the reaction product. The product is: [Br:1][C:2]([CH3:25])([CH3:24])[C:3]([C:29]1[CH:28]=[CH:27][C:26]([C:32]23[CH2:41][CH:36]4[CH2:37][CH:38]([CH2:40][C:34]([CH2:42][C:43]([O:45][CH3:46])=[O:44])([CH2:35]4)[CH2:33]2)[CH2:39]3)=[CH:31][CH:30]=1)=[O:4]. (4) The product is: [ClH:1].[Cl:1][C:2]1[CH:3]=[C:4]([CH:29]=[CH:30][CH:31]=1)[CH2:5][NH:6][C:7]1[CH:8]=[C:9]([N:16]2[CH2:21][CH2:20][NH:19][CH2:18][CH2:17]2)[CH:10]=[CH:11][C:12]=1[N+:13]([O-:15])=[O:14]. Given the reactants [Cl:1][C:2]1[CH:3]=[C:4]([CH:29]=[CH:30][CH:31]=1)[CH2:5][NH:6][C:7]1[CH:8]=[C:9]([N:16]2[CH2:21][CH2:20][N:19](C(OC(C)(C)C)=O)[CH2:18][CH2:17]2)[CH:10]=[CH:11][C:12]=1[N+:13]([O-:15])=[O:14].Cl, predict the reaction product. (5) Given the reactants CS(C)=O.[C:5]([NH:8][C:9]1[CH:14]=[C:13]([C:15]2[C:16]([C:27]3[CH:32]=[CH:31][C:30]([F:33])=[CH:29][CH:28]=3)=[N:17][N:18]([C:20]3[CH2:25][CH2:24][C:23](=[O:26])[NH:22][N:21]=3)[CH:19]=2)[CH:12]=[CH:11][N:10]=1)(=[O:7])[CH3:6].[ClH:34], predict the reaction product. The product is: [ClH:34].[C:5]([NH:8][C:9]1[CH:14]=[C:13]([C:15]2[C:16]([C:27]3[CH:28]=[CH:29][C:30]([F:33])=[CH:31][CH:32]=3)=[N:17][N:18]([C:20]3[CH2:25][CH2:24][C:23](=[O:26])[NH:22][N:21]=3)[CH:19]=2)[CH:12]=[CH:11][N:10]=1)(=[O:7])[CH3:6]. (6) Given the reactants O[C:2]1[N:9]=[C:8]([CH3:10])[C:7]([N+:11]([O-:13])=[O:12])=[CH:6][C:3]=1[C:4]#[N:5].P(Cl)(Cl)(Cl)(Cl)[Cl:15].C(O)C, predict the reaction product. The product is: [Cl:15][C:2]1[N:9]=[C:8]([CH3:10])[C:7]([N+:11]([O-:13])=[O:12])=[CH:6][C:3]=1[C:4]#[N:5]. (7) The product is: [F:23][C:17]1[C:18]([F:22])=[CH:19][CH:20]=[CH:21][C:16]=1[C@H:13]1[CH2:12][N:11]([CH2:24][CH2:25][S:26][CH3:27])[C:10](=[O:28])[C@H:9]([NH:8][C:30]([N:57]2[CH2:58][CH2:59][CH:54]([N:46]3[C:47]4[C:48](=[N:49][CH:50]=[CH:51][CH:52]=4)[NH:53][C:45]3=[O:44])[CH2:55][CH2:56]2)=[O:31])[CH2:15][CH2:14]1. Given the reactants C(N(CC)CC)C.[NH2:8][C@@H:9]1[CH2:15][CH2:14][C@@H:13]([C:16]2[CH:21]=[CH:20][CH:19]=[C:18]([F:22])[C:17]=2[F:23])[CH2:12][N:11]([CH2:24][CH2:25][S:26][CH3:27])[C:10]1=[O:28].Cl[C:30](OC1C=CC([N+]([O-])=O)=CC=1)=[O:31].Cl.Cl.[O:44]=[C:45]1[NH:53][C:48]2=[N:49][CH:50]=[CH:51][CH:52]=[C:47]2[N:46]1[CH:54]1[CH2:59][CH2:58][NH:57][CH2:56][CH2:55]1, predict the reaction product.